From a dataset of Peptide-MHC class II binding affinity with 134,281 pairs from IEDB. Regression. Given a peptide amino acid sequence and an MHC pseudo amino acid sequence, predict their binding affinity value. This is MHC class II binding data. (1) The peptide sequence is DALTLRTATNIWIDH. The MHC is DRB1_1302 with pseudo-sequence DRB1_1302. The binding affinity (normalized) is 0.793. (2) The peptide sequence is IKRIHEYKRQLMNIL. The MHC is HLA-DQA10102-DQB10602 with pseudo-sequence HLA-DQA10102-DQB10602. The binding affinity (normalized) is 0.229. (3) The peptide sequence is CDEFINVPEWSYIVEKA. The MHC is DRB1_0901 with pseudo-sequence DRB1_0901. The binding affinity (normalized) is 0.667.